From a dataset of Reaction yield outcomes from USPTO patents with 853,638 reactions. Predict the reaction yield, written as a fraction of the theoretical maximum amount of product (1.0 means a 100% yield; for example, 0.34 means a 34% yield). (1) The product is [CH:23]([C:20]1[CH:21]=[CH:22][C:17]([CH:14]2[C:13]3[C:26]([CH3:27])=[C:9]([NH2:8])[C:10]([CH3:29])=[C:11]([CH3:28])[C:12]=3[O:16][CH2:15]2)=[CH:18][CH:19]=1)([CH3:25])[CH3:24]. The yield is 0.740. The reactants are C([NH:8][C:9]1[C:10]([CH3:29])=[C:11]([CH3:28])[C:12]2[O:16][CH2:15][CH:14]([C:17]3[CH:22]=[CH:21][C:20]([CH:23]([CH3:25])[CH3:24])=[CH:19][CH:18]=3)[C:13]=2[C:26]=1[CH3:27])C1C=CC=CC=1.C([O-])=O.[NH4+]. The catalyst is C(O)C.[C].[Pd]. (2) The reactants are CO[C:3](=[C:6]([C:9]#[N:10])[C:7]#[N:8])[CH2:4][CH3:5].O.[NH2:12][NH2:13]. The catalyst is CCO. The product is [NH2:8][C:7]1[NH:13][N:12]=[C:3]([CH2:4][CH3:5])[C:6]=1[C:9]#[N:10]. The yield is 0.600.